From a dataset of Catalyst prediction with 721,799 reactions and 888 catalyst types from USPTO. Predict which catalyst facilitates the given reaction. Reactant: CC[N:3]([CH:7](C)C)C(C)C.C1C=CC(P(N=[N+]=[N-])(C2C=CC=CC=2)=[O:17])=CC=1.C(O)(=O)[C:28]1[CH:33]=[CH:32][CH:31]=[N:30][CH:29]=1.[Cl:36][C:37]1[CH:38]=[CH:39][C:40]2[N:46]3[CH2:47][C@H:43]([CH2:44][CH2:45]3)[NH:42][C:41]=2[N:48]=1. Product: [Cl:36][C:37]1[CH:38]=[CH:39][C:40]2[N:46]3[CH2:47][C@H:43]([CH2:44][CH2:45]3)[N:42]([C:7]([NH:3][C:28]3[CH:29]=[N:30][CH:31]=[CH:32][CH:33]=3)=[O:17])[C:41]=2[N:48]=1. The catalyst class is: 30.